This data is from Forward reaction prediction with 1.9M reactions from USPTO patents (1976-2016). The task is: Predict the product of the given reaction. (1) Given the reactants [C:1]([C:5]1[CH:11]=[CH:10][CH:9]=[CH:8][C:6]=1[NH2:7])([CH3:4])([CH3:3])[CH3:2].[C:12]1([CH:18]([C:28]2[CH:33]=[CH:32][CH:31]=[CH:30][CH:29]=2)[N:19]2[CH2:22][CH:21](CS([O-])(=O)=O)[CH2:20]2)[CH:17]=[CH:16][CH:15]=[CH:14][CH:13]=1, predict the reaction product. The product is: [CH:18]([N:19]1[CH2:22][CH:21]([NH:7][C:6]2[CH:8]=[CH:9][CH:10]=[CH:11][C:5]=2[C:1]([CH3:4])([CH3:2])[CH3:3])[CH2:20]1)([C:28]1[CH:29]=[CH:30][CH:31]=[CH:32][CH:33]=1)[C:12]1[CH:13]=[CH:14][CH:15]=[CH:16][CH:17]=1. (2) Given the reactants [CH3:1][C:2]1[C:7]([OH:8])=[CH:6][CH:5]=[CH:4][C:3]=1[OH:9].[C:10](OC(=O)C)(=[O:12])[CH3:11], predict the reaction product. The product is: [OH:8][C:7]1[C:2]([CH3:1])=[C:3]([OH:9])[CH:4]=[CH:5][C:6]=1[C:10](=[O:12])[CH3:11]. (3) Given the reactants [CH2:1]([NH:8][CH2:9][CH:10]([C:12]1[CH:17]=[CH:16][C:15]([OH:18])=[CH:14][CH:13]=1)[CH3:11])[C:2]1[CH:7]=[CH:6][CH:5]=[CH:4][CH:3]=1.Cl[C:20]1[CH:28]=[CH:27][C:23]([C:24]([NH2:26])=[O:25])=[CH:22][N:21]=1, predict the reaction product. The product is: [CH2:1]([NH:8][CH2:9][CH:10]([C:12]1[CH:17]=[CH:16][C:15]([O:18][C:20]2[CH:28]=[CH:27][C:23]([C:24]([NH2:26])=[O:25])=[CH:22][N:21]=2)=[CH:14][CH:13]=1)[CH3:11])[C:2]1[CH:3]=[CH:4][CH:5]=[CH:6][CH:7]=1.